Dataset: Reaction yield outcomes from USPTO patents with 853,638 reactions. Task: Predict the reaction yield, written as a fraction of the theoretical maximum amount of product (1.0 means a 100% yield; for example, 0.34 means a 34% yield). (1) The reactants are C([S:8][C:9]1[CH:18]=[C:17]2[C:12]([C:13]([Cl:19])=[CH:14][CH:15]=[N:16]2)=[CH:11][CH:10]=1)C1C=CC=CC=1.ClN1C(C)(C)C(=[O:28])N(Cl)C1=O.[F:31][C:32]1[C:37]([OH:38])=[C:36]([F:39])[C:35]([F:40])=[C:34]([F:41])[C:33]=1[F:42].C(N(CC)CC)C.[OH2:50]. The catalyst is C(#N)C.C(O)(=O)C. The product is [Cl:19][C:13]1[C:12]2[C:17](=[CH:18][C:9]([S:8]([O:38][C:37]3[C:32]([F:31])=[C:33]([F:42])[C:34]([F:41])=[C:35]([F:40])[C:36]=3[F:39])(=[O:28])=[O:50])=[CH:10][CH:11]=2)[N:16]=[CH:15][CH:14]=1. The yield is 0.570. (2) The reactants are [CH:1]([C:3]1[CH:4]=[C:5](B(O)O)[CH:6]=[CH:7][CH:8]=1)=[O:2].Br[C:13]1[CH:14]=[C:15]2[C:19](=[C:20]([C:22]([NH2:24])=[O:23])[CH:21]=1)[NH:18][CH:17]=[C:16]2[CH:25]1[CH2:30][CH2:29][S:28](=[O:32])(=[O:31])[CH2:27][CH2:26]1.C(=O)([O-])[O-].[K+].[K+].O. The catalyst is O1CCOCC1.C1C=CC(P(C2C=CC=CC=2)[C-]2C=CC=C2)=CC=1.C1C=CC(P(C2C=CC=CC=2)[C-]2C=CC=C2)=CC=1.Cl[Pd]Cl.[Fe+2]. The product is [O:32]=[S:28]1(=[O:31])[CH2:29][CH2:30][CH:25]([C:16]2[C:15]3[C:19](=[C:20]([C:22]([NH2:24])=[O:23])[CH:21]=[C:13]([C:5]4[CH:6]=[CH:7][CH:8]=[C:3]([CH:1]=[O:2])[CH:4]=4)[CH:14]=3)[NH:18][CH:17]=2)[CH2:26][CH2:27]1. The yield is 1.00. (3) The reactants are B(F)(F)F.CCOCC.[Br:10][C:11]1[C:12]([CH3:18])=[C:13](N)[CH:14]=[N:15][CH:16]=1.COCCOC.N(OC(C)(C)C)=O.[C:32]([O:35]C(=O)C)(=[O:34])[CH3:33]. The catalyst is CCCCC. The product is [C:32]([O:35][C:13]1[CH:14]=[N:15][CH:16]=[C:11]([Br:10])[C:12]=1[CH3:18])(=[O:34])[CH3:33]. The yield is 0.380. (4) The reactants are [Br:1][C:2]1[CH:10]=[C:9]2[C:5]([CH2:6][C:7]3([CH2:26][N:25]([C:27]([O:29][C:30]([CH3:33])([CH3:32])[CH3:31])=[O:28])[CH2:24]3)[C:8]2([NH:14][S:15]([CH2:18][CH2:19][Si:20]([CH3:23])([CH3:22])[CH3:21])(=[O:17])=[O:16])[C:11]([OH:13])=[O:12])=[CH:4][CH:3]=1.[Si](C=[N+]=[N-])(C)(C)[CH3:35]. The catalyst is C(Cl)Cl.CO. The product is [Br:1][C:2]1[CH:10]=[C:9]2[C:5]([CH2:6][C:7]3([CH2:24][N:25]([C:27]([O:29][C:30]([CH3:33])([CH3:32])[CH3:31])=[O:28])[CH2:26]3)[C:8]2([NH:14][S:15]([CH2:18][CH2:19][Si:20]([CH3:23])([CH3:21])[CH3:22])(=[O:17])=[O:16])[C:11]([O:13][CH3:35])=[O:12])=[CH:4][CH:3]=1. The yield is 0.720. (5) The reactants are Cl[C:2]1[C:3]2[N:10]([CH3:11])[CH:9]=[CH:8][C:4]=2[N:5]=[CH:6][N:7]=1.[OH:12][C:13]1[CH:21]=[CH:20][C:16]([C:17]([OH:19])=[O:18])=[CH:15][CH:14]=1.C(=O)([O-])[O-].[Cs+].[Cs+].Cl. The catalyst is CS(C)=O. The product is [CH3:11][N:10]1[C:3]2[C:2]([O:12][C:13]3[CH:21]=[CH:20][C:16]([C:17]([OH:19])=[O:18])=[CH:15][CH:14]=3)=[N:7][CH:6]=[N:5][C:4]=2[CH:8]=[CH:9]1. The yield is 0.720. (6) The reactants are [F:1][C:2]1[CH:12]=[N:11][C:5]2[N:6]=[CH:7][C:8](=[O:10])[NH:9][C:4]=2[CH:3]=1.C([O-])([O-])=O.[K+].[K+].[CH2:19](I)[CH:20]=[CH2:21].O. The catalyst is CN(C=O)C. The product is [F:1][C:2]1[CH:12]=[N:11][C:5]2[N:6]=[CH:7][C:8](=[O:10])[N:9]([CH2:21][CH:20]=[CH2:19])[C:4]=2[CH:3]=1. The yield is 0.470. (7) The reactants are [CH:1]1([CH2:4][O:5][NH:6][C:7]([C:9]2[C:22]([NH:23][C:24]3[CH:29]=[CH:28][C:27]([Br:30])=[CH:26][C:25]=3[Cl:31])=[C:21]([F:32])[C:12]3[N:13]=[CH:14][N:15]([CH2:16][CH2:17][CH2:18][CH2:19]Cl)[C:11]=3[CH:10]=2)=[O:8])[CH2:3][CH2:2]1.[I-].[Na+].[CH3:35][N:36]1[CH2:41][CH2:40][NH:39][CH2:38][CH2:37]1. The catalyst is C(OCC)(=O)C. The product is [CH:1]1([CH2:4][O:5][NH:6][C:7]([C:9]2[C:22]([NH:23][C:24]3[CH:29]=[CH:28][C:27]([Br:30])=[CH:26][C:25]=3[Cl:31])=[C:21]([F:32])[C:12]3[N:13]=[CH:14][N:15]([CH2:16][CH2:17][CH2:18][CH2:19][N:39]4[CH2:40][CH2:41][N:36]([CH3:35])[CH2:37][CH2:38]4)[C:11]=3[CH:10]=2)=[O:8])[CH2:2][CH2:3]1. The yield is 0.720. (8) The reactants are C(OC([NH:8][C@H:9]1[CH2:14][CH2:13][C@H:12]([O:15][CH3:16])[CH2:11][CH2:10]1)=O)(C)(C)C.C(Cl)(=O)C. The catalyst is C(O)C. The product is [CH3:16][O:15][C@H:12]1[CH2:13][CH2:14][C@H:9]([NH2:8])[CH2:10][CH2:11]1. The yield is 1.00. (9) The reactants are [CH3:1][C:2]([CH3:16])([CH3:15])[C:3]#[C:4][C:5]1[S:9][C:8]([C:10]([O:12][CH3:13])=[O:11])=[C:7](I)[CH:6]=1.[NH2:17][CH:18]([CH2:22][O:23][CH3:24])[C:19]([OH:21])=[O:20].C([O-])([O-])=O.[K+].[K+].N1CCC[C@H]1C(O)=O. The catalyst is CS(C)=O.[Cu]I. The product is [CH3:1][C:2]([CH3:16])([CH3:15])[C:3]#[C:4][C:5]1[S:9][C:8]([C:10]([O:12][CH3:13])=[O:11])=[C:7]([NH:17][CH:18]([CH2:22][O:23][CH3:24])[C:19]([OH:21])=[O:20])[CH:6]=1. The yield is 0.460. (10) The reactants are C([O-])([O-])=O.[Cs+].[Cs+].[I:7][C:8]1[CH:13]=[CH:12][C:11]([C:14]2[C:18]3[CH2:19][N:20]([C:23](=[O:25])[CH3:24])[CH2:21][CH2:22][C:17]=3[NH:16][N:15]=2)=[CH:10][CH:9]=1.[CH2:26]([CH:28]1[O:30][CH2:29]1)Cl. The catalyst is CN(C=O)C. The product is [I:7][C:8]1[CH:9]=[CH:10][C:11]([C:14]2[C:18]3[CH2:19][N:20]([C:23](=[O:25])[CH3:24])[CH2:21][CH2:22][C:17]=3[N:16]([CH2:26][CH:28]3[CH2:29][O:30]3)[N:15]=2)=[CH:12][CH:13]=1. The yield is 0.580.